Dataset: Reaction yield outcomes from USPTO patents with 853,638 reactions. Task: Predict the reaction yield, written as a fraction of the theoretical maximum amount of product (1.0 means a 100% yield; for example, 0.34 means a 34% yield). (1) The reactants are [F:1][C:2]1[CH:7]=[CH:6][C:5]([C:8](=[O:15])[CH2:9][CH2:10][CH2:11][C:12]([O-:14])=[O:13])=[CH:4][CH:3]=1.[CH2:16]([OH:19])[CH2:17]O.[C:20]1(C)C=CC=CC=1. The catalyst is O.C1(C)C=CC(S(O)(=O)=O)=CC=1. The product is [F:1][C:2]1[CH:3]=[CH:4][C:5]([C:8]2([CH2:9][CH2:10][CH2:11][C:12]([O:14][CH3:20])=[O:13])[O:19][CH2:16][CH2:17][O:15]2)=[CH:6][CH:7]=1. The yield is 0.910. (2) The reactants are [C:1](Cl)(=O)[C:2](Cl)=O.[CH3:7][O:8][C:9]1[CH:14]=[CH:13][C:12]([N:15]2[C:19]([C:20]([OH:22])=O)=[CH:18][C:17]([S:23][CH3:24])=[N:16]2)=[CH:11][CH:10]=1.N[C:26]1[CH:38]=[CH:37][C:29]([C:30](N2CCCC2)=[O:31])=[CH:28][CH:27]=1. The catalyst is CN(C=O)C.C(Cl)Cl.CN(C)C1C=CN=CC=1. The product is [C:30]([CH:2]1[CH2:1][N:15]([NH:16][C:20]([C:19]2[N:15]([C:12]3[CH:11]=[CH:10][C:9]([O:8][CH3:7])=[CH:14][CH:13]=3)[N:16]=[C:17]([S:23][CH3:24])[CH:18]=2)=[O:22])[CH2:12][CH2:11]1)(=[O:31])[C:29]1[CH:28]=[CH:27][CH:26]=[CH:38][CH:37]=1. The yield is 1.00. (3) The reactants are [CH:1]1([N:4]2[C:13]3[C:8](=[CH:9][CH:10]=[CH:11][CH:12]=3)[NH:7][CH2:6][CH2:5]2)[CH2:3][CH2:2]1.C(N(CC)CC)C.[Cl:21][CH2:22][C:23]1([C:26](Cl)=[O:27])[CH2:25][CH2:24]1. The catalyst is ClCCl. The product is [Cl:21][CH2:22][C:23]1([C:26]([N:7]2[C:8]3[C:13](=[CH:12][CH:11]=[CH:10][CH:9]=3)[N:4]([CH:1]3[CH2:3][CH2:2]3)[CH2:5][CH2:6]2)=[O:27])[CH2:25][CH2:24]1. The yield is 0.390. (4) The reactants are CC1(C)[O:6][C@@H:5]([CH2:7][O:8][NH:9][C:10]([C:12]2[N:20]([CH3:21])[C:19]3[CH:18]=[CH:17][N:16]=[CH:15][C:14]=3[C:13]=2[NH:22][C:23]2[CH:28]=[CH:27][C:26]([I:29])=[CH:25][C:24]=2[F:30])=[O:11])[CH2:4][O:3]1. The catalyst is CO. The product is [OH:6][C@H:5]([CH2:4][OH:3])[CH2:7][O:8][NH:9][C:10]([C:12]1[N:20]([CH3:21])[C:19]2[CH:18]=[CH:17][N:16]=[CH:15][C:14]=2[C:13]=1[NH:22][C:23]1[CH:28]=[CH:27][C:26]([I:29])=[CH:25][C:24]=1[F:30])=[O:11]. The yield is 0.150.